Dataset: Catalyst prediction with 721,799 reactions and 888 catalyst types from USPTO. Task: Predict which catalyst facilitates the given reaction. (1) Reactant: C[O:2][C:3]([C:5]1[CH:10]=[CH:9][CH:8]=[CH:7][C:6]=1[NH:11][C:12]1[N:16]([C:17]2[CH:22]=[CH:21][CH:20]=[CH:19][C:18]=2[CH3:23])[N:15]=[C:14]([CH3:24])[C:13]=1[C:25]1[CH:30]=[CH:29][N:28]2[N:31]=[CH:32][N:33]=[C:27]2[CH:26]=1)=[O:4].[OH-].[Na+].Cl. Product: [CH3:24][C:14]1[C:13]([C:25]2[CH:30]=[CH:29][N:28]3[N:31]=[CH:32][N:33]=[C:27]3[CH:26]=2)=[C:12]([NH:11][C:6]2[CH:7]=[CH:8][CH:9]=[CH:10][C:5]=2[C:3]([OH:4])=[O:2])[N:16]([C:17]2[CH:22]=[CH:21][CH:20]=[CH:19][C:18]=2[CH3:23])[N:15]=1. The catalyst class is: 38. (2) Product: [CH:19]1[N:18]=[C:16]([Cl:30])[C:15]2[N:14]=[CH:13][N:12]([C@@H:10]3[O:11][C@H:7]([CH2:6][O:5][P:1]([OH:4])([OH:3])=[O:2])[C@@H:8]([OH:23])[C@H:9]3[OH:22])[C:21]=2[N:20]=1. The catalyst class is: 6. Reactant: [P:1]([O:5][CH2:6][C@H:7]1[O:11][C@@H:10]([N:12]2[C:21]3[N:20]=[CH:19][N:18]=[C:16](N)[C:15]=3[N:14]=[CH:13]2)[C@H:9]([OH:22])[C@@H:8]1[OH:23])([OH:4])([OH:3])=[O:2].C1N=C([Cl:30])C2N=CN([C@@H]3O[C@H](CO)[C@@H](O)[C@H]3O)C=2N=1.O=P(Cl)(Cl)Cl.